This data is from Catalyst prediction with 721,799 reactions and 888 catalyst types from USPTO. The task is: Predict which catalyst facilitates the given reaction. (1) Reactant: [OH:1][C:2]1[C:15]2[NH:14][C:13]3[C:8](=[CH:9][CH:10]=[CH:11][CH:12]=3)[C:7](=[O:16])[C:6]=2[CH:5]=[CH:4][CH:3]=1.C([O-])([O-])=O.[K+].[K+].[Br:23][CH2:24][CH2:25][CH2:26][CH2:27]Br. Product: [Br:23][CH2:24][CH2:25][CH2:26][CH2:27][O:1][C:2]1[C:15]2[NH:14][C:13]3[C:8](=[CH:9][CH:10]=[CH:11][CH:12]=3)[C:7](=[O:16])[C:6]=2[CH:5]=[CH:4][CH:3]=1. The catalyst class is: 3. (2) Reactant: C([O:8][CH2:9][CH2:10][CH2:11][CH2:12][O:13][C:14]1[N:23]=[C:22]2[C:17]([CH2:18][CH2:19][C:20](=[O:24])[NH:21]2)=[CH:16][CH:15]=1)C1C=CC=CC=1. Product: [OH:8][CH2:9][CH2:10][CH2:11][CH2:12][O:13][C:14]1[N:23]=[C:22]2[C:17]([CH2:18][CH2:19][C:20](=[O:24])[NH:21]2)=[CH:16][CH:15]=1. The catalyst class is: 50. (3) Reactant: CO[CH:3](OC)[CH2:4][C:5](=[C:7]([C:10]#[N:11])[C:8]#[N:9])[CH3:6].C[O:15]/C=C/C(=C(C#N)C#N)C.S(=O)(=O)(O)O. Product: [CH3:6][C:5]1[CH:4]=[CH:3][NH:9][C:8](=[O:15])[C:7]=1[C:10]#[N:11]. The catalyst class is: 6. (4) Reactant: [Cl:1][C:2]1[CH:3]=[C:4]2[C:12](=[C:13]([N+:16]([O-:18])=[O:17])[C:14]=1F)[NH:11][C:10]1[CH:9]=[N:8][CH:7]=[CH:6][C:5]2=1.[S-:19][CH2:20][CH3:21].[Na+].O. Product: [Cl:1][C:2]1[CH:3]=[C:4]2[C:12](=[C:13]([N+:16]([O-:18])=[O:17])[C:14]=1[S:19][CH2:20][CH3:21])[NH:11][C:10]1[CH:9]=[N:8][CH:7]=[CH:6][C:5]2=1. The catalyst class is: 3. (5) The catalyst class is: 26. Reactant: ClC(OC(Cl)C)=O.C([N:15]1[CH2:24][CH2:23][C:22]2[C:21]([NH:25][C:26]3[CH:31]=[CH:30][C:29]([C:32]([F:35])([F:34])[F:33])=[CH:28][CH:27]=3)=[N:20][C:19]([S:36][CH3:37])=[N:18][C:17]=2[CH2:16]1)C1C=CC=CC=1.C(N(C(C)C)CC)(C)C. Product: [F:34][C:32]([F:33])([F:35])[C:29]1[CH:30]=[CH:31][C:26]([NH:25][C:21]2[C:22]3[CH2:23][CH2:24][NH:15][CH2:16][C:17]=3[N:18]=[C:19]([S:36][CH3:37])[N:20]=2)=[CH:27][CH:28]=1. (6) Reactant: [CH2:1]([Sn:5](Cl)([CH2:10][CH2:11][CH2:12][CH3:13])[CH2:6][CH2:7][CH2:8][CH3:9])[CH2:2][CH2:3][CH3:4].C[Si]([N-][Si](C)(C)C)(C)C.[Li+].C1COCC1.[N:30]1[CH:35]=[CH:34][CH:33]=[C:32]([C:36]([C:38]2[N:39]=[CH:40][N:41]3[CH:45]=[CH:44][S:43][C:42]=23)=[O:37])[CH:31]=1.[Cl-].[NH4+]. Product: [N:30]1[CH:35]=[CH:34][CH:33]=[C:32]([C:36]([C:38]2[N:39]=[CH:40][N:41]3[CH:45]=[C:44]([Sn:5]([CH2:10][CH2:11][CH2:12][CH3:13])([CH2:6][CH2:7][CH2:8][CH3:9])[CH2:1][CH2:2][CH2:3][CH3:4])[S:43][C:42]=23)=[O:37])[CH:31]=1. The catalyst class is: 1.